This data is from Full USPTO retrosynthesis dataset with 1.9M reactions from patents (1976-2016). The task is: Predict the reactants needed to synthesize the given product. (1) Given the product [CH3:23][S:24]([O:22][CH2:21][CH2:20][N:4]([CH2:3][CH2:2][Cl:1])[C:5]1[CH:13]=[C:9]([C:10]([NH2:12])=[O:11])[C:8]([N+:14]([O-:16])=[O:15])=[CH:7][C:6]=1[N+:17]([O-:19])=[O:18])(=[O:26])=[O:25], predict the reactants needed to synthesize it. The reactants are: [Cl:1][CH2:2][CH2:3][N:4]([CH2:20][CH2:21][OH:22])[C:5]1[C:6]([N+:17]([O-:19])=[O:18])=[CH:7][C:8]([N+:14]([O-:16])=[O:15])=[C:9]([CH:13]=1)[C:10]([NH2:12])=[O:11].[CH3:23][S:24](Cl)(=[O:26])=[O:25]. (2) Given the product [CH3:32][N:11]1[C:12]2[C:17](=[CH:16][C:15]([C:19]([F:28])([C:24]([F:25])([F:26])[F:27])[C:20]([F:22])([F:21])[F:23])=[CH:14][CH:13]=2)[CH2:18][N:9]([N:8]=[CH:7][C:3]2[CH:2]=[N:1][CH:6]=[CH:5][CH:4]=2)[C:10]1=[O:29], predict the reactants needed to synthesize it. The reactants are: [N:1]1[CH:6]=[CH:5][CH:4]=[C:3]([CH:7]=[N:8][N:9]2[CH2:18][C:17]3[C:12](=[CH:13][CH:14]=[C:15]([C:19]([F:28])([C:24]([F:27])([F:26])[F:25])[C:20]([F:23])([F:22])[F:21])[CH:16]=3)[NH:11][C:10]2=[O:29])[CH:2]=1.[H-].[Na+].[CH3:32]I. (3) Given the product [O:23]1[CH2:28][CH2:27][N:26]([CH2:29][C:30]2[CH:37]=[CH:36][C:35]([C:2]3[C:3]4[CH:10]=[C:9]([C:11]5[CH:16]=[CH:15][C:14]([N:17]6[CH2:22][CH2:21][O:20][CH2:19][CH2:18]6)=[CH:13][CH:12]=5)[NH:8][C:4]=4[N:5]=[CH:6][N:7]=3)=[CH:34][C:31]=2[C:32]#[N:33])[CH2:25][CH2:24]1, predict the reactants needed to synthesize it. The reactants are: Cl[C:2]1[C:3]2[CH:10]=[C:9]([C:11]3[CH:16]=[CH:15][C:14]([N:17]4[CH2:22][CH2:21][O:20][CH2:19][CH2:18]4)=[CH:13][CH:12]=3)[NH:8][C:4]=2[N:5]=[CH:6][N:7]=1.[O:23]1[CH2:28][CH2:27][N:26]([CH2:29][C:30]2[CH:37]=[CH:36][C:35](B3OC(C)(C)C(C)(C)O3)=[CH:34][C:31]=2[C:32]#[N:33])[CH2:25][CH2:24]1.C([O-])([O-])=O.[Na+].[Na+].C(#N)C.O.